From a dataset of Full USPTO retrosynthesis dataset with 1.9M reactions from patents (1976-2016). Predict the reactants needed to synthesize the given product. (1) Given the product [CH2:4]([CH:3]([C:6]1[N:10]2[C:11]3[C:16]([NH:17][C:18](=[O:19])[C:9]2=[CH:8][N:7]=1)=[CH:15][C:14]([C:20]([N:26]([CH3:27])[CH3:25])=[O:21])=[C:13]([O:23][CH3:24])[CH:12]=3)[CH2:1][CH3:2])[CH3:5], predict the reactants needed to synthesize it. The reactants are: [CH2:1]([CH:3]([C:6]1[N:10]2[C:11]3[C:16]([NH:17][C:18](=[O:19])[C:9]2=[CH:8][N:7]=1)=[CH:15][C:14]([C:20](O)=[O:21])=[C:13]([O:23][CH3:24])[CH:12]=3)[CH2:4][CH3:5])[CH3:2].[CH3:25][N:26](C)[CH:27]=O.C(N1C=CN=C1)(N1C=CN=C1)=O.Cl.CNC. (2) Given the product [Cl:10][Si:11]([Cl:13])([Cl:12])[CH:1]([C:4]1[CH:9]=[CH:8][CH:7]=[CH:6][CH:5]=1)[CH:2]([Si:11]([Cl:13])([Cl:12])[Cl:10])[CH3:3].[C:4]1([CH2:1][CH2:2][CH2:3][Si:11]([Cl:13])([Cl:12])[Cl:10])[CH:9]=[CH:8][CH:7]=[CH:6][CH:5]=1, predict the reactants needed to synthesize it. The reactants are: [CH2:1]([C:4]1[CH:9]=[CH:8][CH:7]=[CH:6][CH:5]=1)[CH:2]=[CH2:3].[Cl:10][SiH:11]([Cl:13])[Cl:12]. (3) Given the product [Cl:1][C:2]1[N:6]([C:7]2[CH:12]=[CH:11][CH:10]=[CH:9][CH:8]=2)[N:5]=[C:4]([CH3:13])[C:3]=1[CH2:14][C:18]1[C:19]2[C:20](=[N:21][CH:22]=[CH:23][CH:24]=2)[NH:16][CH:17]=1, predict the reactants needed to synthesize it. The reactants are: [Cl:1][C:2]1[N:6]([C:7]2[CH:12]=[CH:11][CH:10]=[CH:9][CH:8]=2)[N:5]=[C:4]([CH3:13])[C:3]=1[CH:14]=O.[NH:16]1[C:20]2=[N:21][CH:22]=[CH:23][CH:24]=[C:19]2[CH:18]=[CH:17]1.